From a dataset of Full USPTO retrosynthesis dataset with 1.9M reactions from patents (1976-2016). Predict the reactants needed to synthesize the given product. (1) Given the product [C:26]([C:9]1[CH:8]=[C:7]([NH:6][C:5]([NH:53][C@@H:54]2[C:63]3[C:58](=[CH:59][CH:60]=[CH:61][CH:62]=3)[C@H:57]([O:64][C:65]3[CH:66]=[CH:67][C:68]4[N:69]([C:71]([N:74]5[CH2:75][CH2:76][CH2:77][CH2:78][CH2:79]5)=[N:72][N:73]=4)[CH:70]=3)[CH2:56][CH2:55]2)=[O:30])[N:11]([C:12]2[CH:13]=[N:14][N:15]([CH2:17][CH2:18][O:19][CH:20]3[CH2:25][CH2:24][CH2:23][CH2:22][O:21]3)[CH:16]=2)[N:10]=1)([CH3:27])([CH3:29])[CH3:28], predict the reactants needed to synthesize it. The reactants are: ClC(Cl)(Cl)CO[C:5](=[O:30])[NH:6][C:7]1[N:11]([C:12]2[CH:13]=[N:14][N:15]([CH2:17][CH2:18][O:19][CH:20]3[CH2:25][CH2:24][CH2:23][CH2:22][O:21]3)[CH:16]=2)[N:10]=[C:9]([C:26]([CH3:29])([CH3:28])[CH3:27])[CH:8]=1.C(C1C=C(NC([NH:53][C@@H:54]2[C:63]3[C:58](=[CH:59][CH:60]=[CH:61][CH:62]=3)[C@H:57]([O:64][C:65]3[CH:66]=[CH:67][C:68]4[N:69]([C:71]([N:74]5[CH2:79][CH2:78][CH2:77][CH2:76][CH2:75]5)=[N:72][N:73]=4)[CH:70]=3)[CH2:56][CH2:55]2)=O)N(C2C=CC(CO)=CC=2)N=1)(C)(C)C. (2) Given the product [Cl:1][C:2]1[CH:11]=[C:10]2[C:5]([C:6]([NH:12][CH:13]([CH3:23])[CH2:14][CH2:15][CH2:16][N:17]([CH2:21][CH3:22])[CH2:18][CH2:19][O:20][C:24](=[O:42])[CH2:25][CH2:26][CH2:27][CH2:28][CH2:29][CH2:30][CH2:31]/[CH:32]=[CH:33]/[CH2:34][CH2:35][CH2:36][CH2:37][CH2:38][CH2:39][CH2:40][CH3:41])=[CH:7][CH:8]=[N:9]2)=[CH:4][CH:3]=1, predict the reactants needed to synthesize it. The reactants are: [Cl:1][C:2]1[CH:11]=[C:10]2[C:5]([C:6]([NH:12][CH:13]([CH3:23])[CH2:14][CH2:15][CH2:16][N:17]([CH2:21][CH3:22])[CH2:18][CH2:19][OH:20])=[CH:7][CH:8]=[N:9]2)=[CH:4][CH:3]=1.[C:24](Cl)(=[O:42])[CH2:25][CH2:26][CH2:27][CH2:28][CH2:29][CH2:30][CH2:31]/[CH:32]=[CH:33]/[CH2:34][CH2:35][CH2:36][CH2:37][CH2:38][CH2:39][CH2:40][CH3:41].CO. (3) Given the product [CH:28]1([CH2:34][C@H:35]([N:39]2[CH2:47][C:46]3[C:45](=[CH:44][CH:43]=[CH:42][CH:41]=3)[C:40]2=[O:48])[C:36]([NH:49][C:50]2[CH:55]=[CH:54][C:53]([Cl:56])=[CH:52][N:51]=2)=[O:38])[CH2:29][CH2:30][CH2:31][CH2:32][CH2:33]1, predict the reactants needed to synthesize it. The reactants are: F[P-](F)(F)(F)(F)F.N1(O[P+](N(C)C)(N(C)C)N(C)C)C2C=CC=CC=2N=N1.[CH:28]1([CH2:34][C@H:35]([N:39]2[CH2:47][C:46]3[C:41](=[CH:42][CH:43]=[CH:44][CH:45]=3)[C:40]2=[O:48])[C:36]([OH:38])=O)[CH2:33][CH2:32][CH2:31][CH2:30][CH2:29]1.[NH2:49][C:50]1[CH:55]=[CH:54][C:53]([Cl:56])=[CH:52][N:51]=1.C1(C[C@H](N2CC3C(=CC=CC=3)C2=O)C(NC2SC=CN=2)=O)CCCCC1. (4) Given the product [ClH:25].[NH2:16][CH2:15][CH2:14][NH:13][C:12]([NH:11][C:8]1[CH:9]=[CH:10][C:5]([O:4][CH2:3][CH2:2][F:1])=[CH:6][CH:7]=1)=[O:24], predict the reactants needed to synthesize it. The reactants are: [F:1][CH2:2][CH2:3][O:4][C:5]1[CH:10]=[CH:9][C:8]([NH:11][C:12](=[O:24])[NH:13][CH2:14][CH2:15][NH:16]C(=O)OC(C)(C)C)=[CH:7][CH:6]=1.[ClH:25].O1CCOCC1. (5) Given the product [OH:26][C:25]1[C:22]2[CH2:23][CH2:24][N:19]([C:12]([O:14][C:15]([CH3:18])([CH3:17])[CH3:16])=[O:13])[CH2:20][C:21]=2[N:10]=[C:8]([CH3:9])[N:11]=1, predict the reactants needed to synthesize it. The reactants are: C([O-])([O-])=O.[K+].[K+].Cl.[C:8]([NH2:11])(=[NH:10])[CH3:9].[C:12]([N:19]1[CH2:24][CH2:23][CH:22]([C:25](OCC)=[O:26])[C:21](=O)[CH2:20]1)([O:14][C:15]([CH3:18])([CH3:17])[CH3:16])=[O:13].[Al]. (6) Given the product [C:37]1([CH:36]([NH:49][C:11](=[O:13])[C@@H:9]([NH:8][C:6](=[O:7])[O:5][C:1]([CH3:2])([CH3:3])[CH3:4])[CH3:10])[C:43]2[CH:44]=[CH:45][CH:46]=[CH:47][CH:48]=2)[CH:42]=[CH:41][CH:40]=[CH:39][CH:38]=1, predict the reactants needed to synthesize it. The reactants are: [C:1]([O:5][C:6]([NH:8][C@H:9]([C:11]([OH:13])=O)[CH3:10])=[O:7])([CH3:4])([CH3:3])[CH3:2].ON1C2C=CC=CC=2N=N1.Cl.CN(C)CCCN=C=NCC.[CH:36]([NH2:49])([C:43]1[CH:48]=[CH:47][CH:46]=[CH:45][CH:44]=1)[C:37]1[CH:42]=[CH:41][CH:40]=[CH:39][CH:38]=1.C(=O)(O)[O-].[Na+]. (7) The reactants are: [NH2:1][C:2]1[CH:7]=[C:6]([O:8][CH3:9])[CH:5]=[CH:4][C:3]=1[SH:10].Cl.[N:12]([O-])=O.[Na+].C(=O)([O-])[O-].[K+].[K+]. Given the product [CH3:9][O:8][C:6]1[CH:5]=[CH:4][C:3]2[S:10][N:12]=[N:1][C:2]=2[CH:7]=1, predict the reactants needed to synthesize it. (8) Given the product [Cl:1][C:2]1[CH:3]=[CH:4][C:5]([C:8]2[CH:13]=[C:12]([CH:14]([F:16])[F:15])[N:11]3[N:17]=[CH:18][C:19]([C:20]4[O:21][N:36]=[C:25]([C:26]5[CH:27]=[C:28]([S:32]([NH2:33])(=[O:34])=[O:35])[CH:29]=[CH:30][CH:31]=5)[N:24]=4)=[C:10]3[N:9]=2)=[CH:6][CH:7]=1, predict the reactants needed to synthesize it. The reactants are: [Cl:1][C:2]1[CH:7]=[CH:6][C:5]([C:8]2[CH:13]=[C:12]([CH:14]([F:16])[F:15])[N:11]3[N:17]=[CH:18][C:19]([C:20](O)=[O:21])=[C:10]3[N:9]=2)=[CH:4][CH:3]=1.O[NH:24][C:25](=[NH:36])[C:26]1[CH:31]=[CH:30][CH:29]=[C:28]([S:32](=[O:35])(=[O:34])[NH2:33])[CH:27]=1. (9) Given the product [F:1][C:2]1[CH:7]=[C:6]([I:8])[CH:5]=[CH:4][C:3]=1[NH:9][C:10]1[CH:18]=[N:17][CH:16]=[CH:15][C:11]=1[C:12]([NH:31][NH:30][C:28]([C:21]1[C:22]2[C:27](=[CH:26][CH:25]=[CH:24][CH:23]=2)[NH:19][N:20]=1)=[O:29])=[O:14], predict the reactants needed to synthesize it. The reactants are: [F:1][C:2]1[CH:7]=[C:6]([I:8])[CH:5]=[CH:4][C:3]=1[NH:9][C:10]1[CH:18]=[N:17][CH:16]=[CH:15][C:11]=1[C:12]([OH:14])=O.[NH:19]1[C:27]2[C:22](=[CH:23][CH:24]=[CH:25][CH:26]=2)[C:21]([C:28]([NH:30][NH2:31])=[O:29])=[N:20]1. (10) Given the product [Br:1][C:2]1[CH:3]=[C:4]([CH:9]=[C:10]([CH2:13][CH2:14][CH2:15][O:16][CH3:17])[C:11]=1[CH3:12])[C:5]([O:7][CH3:8])=[O:6], predict the reactants needed to synthesize it. The reactants are: [Br:1][C:2]1[CH:3]=[C:4]([CH:9]=[C:10](/[CH:13]=[CH:14]/[CH2:15][O:16][CH3:17])[C:11]=1[CH3:12])[C:5]([O:7][CH3:8])=[O:6].